From a dataset of Catalyst prediction with 721,799 reactions and 888 catalyst types from USPTO. Predict which catalyst facilitates the given reaction. (1) Reactant: [NH2:1][C:2]1[CH:7]=[CH:6][C:5]([OH:8])=[CH:4][C:3]=1[F:9].Cl[C:11]1[CH:16]=[CH:15][N:14]=[C:13]([C:17]([NH:19][CH3:20])=[O:18])[CH:12]=1.CC(C)([O-])C.[K+]. Product: [CH3:20][NH:19][C:17]([C:13]1[CH:12]=[C:11]([O:8][C:5]2[CH:6]=[CH:7][C:2]([NH2:1])=[C:3]([F:9])[CH:4]=2)[CH:16]=[CH:15][N:14]=1)=[O:18]. The catalyst class is: 80. (2) Reactant: [Cl:1][C:2]1[CH:37]=[CH:36][C:35]([CH2:38][CH2:39][O:40][CH3:41])=[CH:34][C:3]=1[CH2:4][N:5]([CH:31]1[CH2:33][CH2:32]1)[C:6](=[O:30])[CH:7]([C:28]#[N:29])[CH2:8][C:9]1[CH:10]=[N:11][C:12]([O:15][CH2:16][CH2:17][O:18][C:19]2[C:24]([Cl:25])=[CH:23][C:22]([CH3:26])=[CH:21][C:20]=2[Cl:27])=[CH:13][CH:14]=1.[BH4-].[Na+].C(Cl)Cl. Product: [NH2:29][CH2:28][C@@H:7]([CH2:8][C:9]1[CH:10]=[N:11][C:12]([O:15][CH2:16][CH2:17][O:18][C:19]2[C:24]([Cl:25])=[CH:23][C:22]([CH3:26])=[CH:21][C:20]=2[Cl:27])=[CH:13][CH:14]=1)[C:6]([N:5]([CH2:4][C:3]1[CH:34]=[C:35]([CH2:38][CH2:39][O:40][CH3:41])[CH:36]=[CH:37][C:2]=1[Cl:1])[CH:31]1[CH2:33][CH2:32]1)=[O:30]. The catalyst class is: 5. (3) Reactant: [NH2:1][C:2]1[C:10]([N+:11]([O-:13])=[O:12])=[CH:9][CH:8]=[CH:7][C:3]=1[C:4](O)=[O:5].F[P-](F)(F)(F)(F)F.[N:21]1(O[P+](N(C)C)(N(C)C)N(C)C)C2C=CC=CC=2N=N1.[NH4+].[Cl-].CCN(C(C)C)C(C)C. Product: [NH2:1][C:2]1[C:10]([N+:11]([O-:13])=[O:12])=[CH:9][CH:8]=[CH:7][C:3]=1[C:4]([NH2:21])=[O:5]. The catalyst class is: 16. (4) Reactant: CC1C=CC(S(O[CH2:12][CH:13]2[CH2:22][CH2:21][C:20]3[C:15](=[CH:16][C:17]([S:23]([CH3:26])(=[O:25])=[O:24])=[CH:18][CH:19]=3)[O:14]2)(=O)=O)=CC=1.[NH:27]1[CH2:32][CH2:31][O:30][CH2:29][CH2:28]1. Product: [CH3:26][S:23]([C:17]1[CH:16]=[C:15]2[C:20]([CH2:21][CH2:22][CH:13]([CH2:12][N:27]3[CH2:32][CH2:31][O:30][CH2:29][CH2:28]3)[O:14]2)=[CH:19][CH:18]=1)(=[O:24])=[O:25]. The catalyst class is: 10. (5) Reactant: [NH2:1][CH2:2][CH2:3][OH:4].C(N(CC)CC)C.[Br:12][C:13]1[CH:18]=[CH:17][C:16]([S:19](Cl)(=[O:21])=[O:20])=[C:15]([F:23])[CH:14]=1. Product: [Br:12][C:13]1[CH:18]=[CH:17][C:16]([S:19]([NH:1][CH2:2][CH2:3][OH:4])(=[O:20])=[O:21])=[C:15]([F:23])[CH:14]=1. The catalyst class is: 1. (6) Reactant: [C:1]([O:5][C:6](=[O:21])[NH:7][CH:8]([CH3:20])[CH2:9][C:10]1[C:18]2[C:13](=[C:14]([OH:19])[CH:15]=[CH:16][CH:17]=2)[NH:12][CH:11]=1)([CH3:4])([CH3:3])[CH3:2].Br[CH2:23][C:24]#[N:25].C(=O)([O-])[O-].[K+].[K+]. Product: [C:1]([O:5][C:6](=[O:21])[NH:7][CH:8]([CH3:20])[CH2:9][C:10]1[C:18]2[C:13](=[C:14]([O:19][CH2:23][C:24]#[N:25])[CH:15]=[CH:16][CH:17]=2)[NH:12][CH:11]=1)([CH3:4])([CH3:2])[CH3:3]. The catalyst class is: 311.